Dataset: Experimentally validated miRNA-target interactions with 360,000+ pairs, plus equal number of negative samples. Task: Binary Classification. Given a miRNA mature sequence and a target amino acid sequence, predict their likelihood of interaction. (1) Result: 1 (interaction). The protein sequence of the target gene is MCARGQVGRGTQLRTGRPCSQVPGSRWRPERLLRRQRAGGRPSRPHPARARPGLSLPATLLGSRAAAAVPLPLPPALAPGDPAMPVRTECPPPAGASAASAASLIPPPPINTQQPGVATSLLYSGSKFRGHQKSKGNSYDVEVVLQHVDTGNSYLCGYLKIKGLTEEYPTLTTFFEGEIISKKHPFLTRKWDADEDVDRKHWGKFLAFYQYAKSFNSDDFDYEELKNGDYVFMRWKEQFLVPDHTIKDISGASFAGFYYICFQKSAASIEGYYYHRSSEWYQSLNLTHVPEHSAPIYEFR.... The miRNA is hsa-miR-4476 with sequence CAGGAAGGAUUUAGGGACAGGC. (2) The miRNA is hsa-miR-204-3p with sequence GCUGGGAAGGCAAAGGGACGU. The protein sequence of the target gene is MAGEITETGELYSPYVGLVYMFNLIVGTGALTMPKAFATAGWLVSLVLLVFVGFMSFVTTTFAMEAMAAANAQLRWKRMETHKEEDDEDSSTASDSDLLSQDNYERAEKRPILSVQRRSSANLFEITDRVEMGQMASMFFNKVGVNLFYFCIITYLYGDLAIYAAAVPVSLMQVTCSVSGNDSCGVDTDARYNDTDLCWGPLRRVDVYRIYLAIFTVLLGPFTFFDVQKTKYLQILTSMMRWIAFAIMIVLALVRIGKGQGEGHPPLANFLGVQNLFGVCVYSFMCQHSLPSLITPISSK.... Result: 0 (no interaction).